From a dataset of TCR-epitope binding with 47,182 pairs between 192 epitopes and 23,139 TCRs. Binary Classification. Given a T-cell receptor sequence (or CDR3 region) and an epitope sequence, predict whether binding occurs between them. (1) The epitope is LLQTGIHVRVSQPSL. The TCR CDR3 sequence is CASSLSKGQPQHF. Result: 1 (the TCR binds to the epitope). (2) The epitope is MMISAGFSL. The TCR CDR3 sequence is CAISESSGDSYNEQFF. Result: 0 (the TCR does not bind to the epitope). (3) The epitope is VVYRGTTTY. The TCR CDR3 sequence is CASSQDLRGDNEQFF. Result: 1 (the TCR binds to the epitope). (4) The epitope is WICLLQFAY. The TCR CDR3 sequence is CASKFGTGELFF. Result: 1 (the TCR binds to the epitope). (5) The epitope is VLWAHGFEL. The TCR CDR3 sequence is CASSPLEYSYEQYF. Result: 0 (the TCR does not bind to the epitope). (6) Result: 1 (the TCR binds to the epitope). The epitope is RQLLFVVEV. The TCR CDR3 sequence is CASSPRSSGAYNEQFF. (7) The epitope is GLCTLVAML. The TCR CDR3 sequence is CAISEGAMGNQPQHF. Result: 0 (the TCR does not bind to the epitope). (8) The epitope is MPASWVMRI. The TCR CDR3 sequence is CASSALGLAGSSYNEQFF. Result: 1 (the TCR binds to the epitope).